This data is from hERG Central: cardiac toxicity at 1µM, 10µM, and general inhibition. The task is: Predict hERG channel inhibition at various concentrations. (1) The molecule is O=C(OCC(=O)N1CCc2ccccc2C1)c1ccc(N2CCOCC2)c([N+](=O)[O-])c1. Results: hERG_inhib (hERG inhibition (general)): blocker. (2) The compound is CCOc1ccc(C(=O)N2CCN(c3cccc(C)c3C)CC2)cc1. Results: hERG_inhib (hERG inhibition (general)): blocker. (3) Results: hERG_inhib (hERG inhibition (general)): blocker. The compound is O=C(Nc1ccc(Br)cc1)C1CCN(C(=O)c2ccc(F)cc2)CC1. (4) The molecule is COc1cccc(CN2CCN(C(=O)c3cc(-c4ccncc4)nc4ccc(C)cc34)CC2)c1. Results: hERG_inhib (hERG inhibition (general)): blocker. (5) Results: hERG_inhib (hERG inhibition (general)): blocker. The drug is CC1=C/C(=N\NC(=O)c2ccccc2)CC1. (6) The drug is CCN1CCN(CCc2nc3cc(NC(=O)COc4ccc(Cl)cc4)ccc3n2C)CC1. Results: hERG_inhib (hERG inhibition (general)): blocker. (7) The drug is NS(=O)(=O)c1ccc(CCNC(=O)/C=C/c2ccc([N+](=O)[O-])cc2)cc1. Results: hERG_inhib (hERG inhibition (general)): blocker. (8) The compound is Cl.O=C(CCCN1CCC(c2ccccc2)C1)c1ccc2c(c1)OCCO2. Results: hERG_inhib (hERG inhibition (general)): blocker.